This data is from Forward reaction prediction with 1.9M reactions from USPTO patents (1976-2016). The task is: Predict the product of the given reaction. Given the reactants [NH:1]1[CH:5]=[N:4][C:3]([NH2:6])=[N:2]1.N1C=CC=CC=1.Cl[C:14]([O:16][CH2:17][C:18]([Cl:21])([Cl:20])[Cl:19])=[O:15].O, predict the reaction product. The product is: [NH:1]1[CH:5]=[N:4][C:3]([NH:6][C:14](=[O:15])[O:16][CH2:17][C:18]([Cl:21])([Cl:20])[Cl:19])=[N:2]1.